Dataset: Reaction yield outcomes from USPTO patents with 853,638 reactions. Task: Predict the reaction yield, written as a fraction of the theoretical maximum amount of product (1.0 means a 100% yield; for example, 0.34 means a 34% yield). (1) The reactants are Cl.[CH:2]1([C:6]([NH:8][CH2:9][CH2:10][CH2:11][NH:12][C:13]2[C:18]([CH:19]3[CH2:21][CH2:20]3)=[CH:17][N:16]=[C:15]([NH:22][C:23]3[CH:24]=[C:25]([CH2:29][C:30](O)=[O:31])[CH:26]=[CH:27][CH:28]=3)[N:14]=2)=[O:7])[CH2:5][CH2:4][CH2:3]1.[CH3:33][N:34]([CH3:41])[CH:35]1[CH2:40][CH2:39][NH:38][CH2:37][CH2:36]1. No catalyst specified. The product is [CH:19]1([C:18]2[C:13]([NH:12][CH2:11][CH2:10][CH2:9][NH:8][C:6]([CH:2]3[CH2:3][CH2:4][CH2:5]3)=[O:7])=[N:14][C:15]([NH:22][C:23]3[CH:28]=[CH:27][CH:26]=[C:25]([CH2:29][C:30]([N:38]4[CH2:39][CH2:40][CH:35]([N:34]([CH3:41])[CH3:33])[CH2:36][CH2:37]4)=[O:31])[CH:24]=3)=[N:16][CH:17]=2)[CH2:21][CH2:20]1. The yield is 0.560. (2) The reactants are C1(P(C2C=CC=CC=2)C2C=CC=CC=2)C=CC=CC=1.N(C(OCC)=O)=NC(OCC)=O.[OH:32][C@@H:33]([C:54]1[CH:59]=[CH:58][CH:57]=[CH:56][CH:55]=1)[CH2:34][CH2:35][N:36]1[CH2:41][CH2:40][CH:39]([C:42]2[CH:43]=[C:44]([NH:48][C:49](=[O:53])[CH:50]([CH3:52])[CH3:51])[CH:45]=[CH:46][CH:47]=2)[CH2:38][CH2:37]1.[CH3:60][C:61]([C:63]1[CH:64]=[CH:65][CH:66]=[C:67](O)[CH:68]=1)=[O:62]. The catalyst is C1COCC1. The product is [C:61]([C:63]1[CH:68]=[C:67]([CH:66]=[CH:65][CH:64]=1)[O:32][C@H:33]([C:54]1[CH:55]=[CH:56][CH:57]=[CH:58][CH:59]=1)[CH2:34][CH2:35][N:36]1[CH2:41][CH2:40][CH:39]([C:42]2[CH:43]=[C:44]([NH:48][C:49](=[O:53])[CH:50]([CH3:52])[CH3:51])[CH:45]=[CH:46][CH:47]=2)[CH2:38][CH2:37]1)(=[O:62])[CH3:60]. The yield is 0.399. (3) The reactants are [CH3:1][O:2][C:3]1[CH:4]=[C:5]2[C:10](=[CH:11][C:12]=1[O:13][CH3:14])[N:9]=[CH:8][N:7]=[C:6]2[O:15][C:16]1[CH:22]=[CH:21][C:19]([NH2:20])=[CH:18][CH:17]=1.[C:23]1([CH3:32])[C:24]([N:29]=[C:30]=[O:31])=[CH:25][CH:26]=[CH:27][CH:28]=1.CO. The catalyst is C(Cl)(Cl)Cl. The product is [CH3:1][O:2][C:3]1[CH:4]=[C:5]2[C:10](=[CH:11][C:12]=1[O:13][CH3:14])[N:9]=[CH:8][N:7]=[C:6]2[O:15][C:16]1[CH:22]=[CH:21][C:19]([NH:20][C:30]([NH:29][C:24]2[CH:25]=[CH:26][CH:27]=[CH:28][C:23]=2[CH3:32])=[O:31])=[CH:18][CH:17]=1. The yield is 0.410. (4) The reactants are CC(C)=CC[O:5][C:6]1[CH:16]=[CH:15][C:9]([C:10]([O:12][CH2:13][CH3:14])=[O:11])=[CH:8][CH:7]=1. The catalyst is C1(OC)C=CC=CC=1. The product is [CH3:7][CH:8]([C:16]1[CH:15]=[C:9]([CH:8]=[CH:7][C:6]=1[OH:5])[C:10]([O:12][CH2:13][CH3:14])=[O:11])[C:9]([CH3:15])=[CH2:10]. The yield is 0.270. (5) The reactants are [Si]([O:8][CH2:9][CH2:10][N:11]([CH3:42])[C:12]([C:14]1[C:19]([O:20][CH2:21][C:22]2[CH:27]=[CH:26][CH:25]=[CH:24][CH:23]=2)=[C:18]([OH:28])[N:17]=[C:16]([CH2:29][C:30]2[CH:35]=[CH:34][CH:33]=[CH:32][C:31]=2[C:36]2[CH:41]=[CH:40][CH:39]=[CH:38][CH:37]=2)[N:15]=1)=[O:13])(C(C)(C)C)(C)C.Cl.[OH-].[Na+]. The catalyst is O1CCCC1. The product is [OH:8][CH2:9][CH2:10][N:11]([CH3:42])[C:12]([C:14]1[C:19]([O:20][CH2:21][C:22]2[CH:27]=[CH:26][CH:25]=[CH:24][CH:23]=2)=[C:18]([OH:28])[N:17]=[C:16]([CH2:29][C:30]2[CH:35]=[CH:34][CH:33]=[CH:32][C:31]=2[C:36]2[CH:41]=[CH:40][CH:39]=[CH:38][CH:37]=2)[N:15]=1)=[O:13]. The yield is 0.533. (6) The reactants are [OH:1][C:2]1[CH:6]=[C:5]([C:7]([OH:9])=O)[O:4][N:3]=1.CN(C(ON1N=NC2C=CC=NC1=2)=[N+](C)C)C.F[P-](F)(F)(F)(F)F.CCN(C(C)C)C(C)C.C([O:45][C:46](=[O:61])[C@@:47]([OH:60])([CH3:59])[CH2:48][N:49]([CH2:51][C:52]1[CH:57]=[CH:56][C:55](Br)=[CH:54][CH:53]=1)[NH2:50])C.[Cl:62][C:63]1[CH:64]=[CH:65][C:66]([F:72])=[C:67](B(O)O)[CH:68]=1.C([O-])([O-])=O.[K+].[K+].CCO.[Li+].[OH-]. The catalyst is CN(C=O)C.[Pd].O. The product is [Cl:62][C:63]1[CH:68]=[CH:67][C:66]([F:72])=[C:65]([C:55]2[CH:54]=[CH:53][C:52]([CH2:51][N:49]([CH2:48][C@:47]([OH:60])([CH3:59])[C:46]([OH:45])=[O:61])[NH:50][C:7]([C:5]3[O:4][N:3]=[C:2]([OH:1])[CH:6]=3)=[O:9])=[CH:57][CH:56]=2)[CH:64]=1. The yield is 0.940. (7) The reactants are [CH3:1][CH:2]([CH2:4][C:5]([CH2:7][CH:8](C=C)[CH3:9])=[O:6])[CH3:3].[C:12](=[O:15])([O-])[O-:13].[K+].[K+].I([O-])(=O)(=O)=O.[K+].[Mn]([O-])(=O)(=O)=O.[K+].[K].[OH-].[K+]. The catalyst is O1CCOCC1.O. The product is [CH3:9][CH:8]([CH2:7][C:5](=[O:6])[CH2:4][CH:2]([CH3:3])[CH3:1])[C:12]([OH:13])=[O:15]. The yield is 0.680. (8) The reactants are Cl[C:2]1[N:7]=[CH:6][C:5]([S:8]([N:11]2[C:15]([C:16]3[CH:21]=[CH:20][CH:19]=[CH:18][C:17]=3[F:22])=[CH:14][C:13]([CH:23]=[O:24])=[CH:12]2)(=[O:10])=[O:9])=[CH:4][CH:3]=1.[CH3:25]B(O)O.C(=O)([O-])[O-].[K+].[K+].C(=O)([O-])O.[Na+]. The catalyst is C1C=CC([P]([Pd]([P](C2C=CC=CC=2)(C2C=CC=CC=2)C2C=CC=CC=2)([P](C2C=CC=CC=2)(C2C=CC=CC=2)C2C=CC=CC=2)[P](C2C=CC=CC=2)(C2C=CC=CC=2)C2C=CC=CC=2)(C2C=CC=CC=2)C2C=CC=CC=2)=CC=1.O1CCOCC1. The product is [F:22][C:17]1[CH:18]=[CH:19][CH:20]=[CH:21][C:16]=1[C:15]1[N:11]([S:8]([C:5]2[CH:6]=[N:7][C:2]([CH3:25])=[CH:3][CH:4]=2)(=[O:10])=[O:9])[CH:12]=[C:13]([CH:23]=[O:24])[CH:14]=1. The yield is 0.390. (9) The product is [C:38]([C:34]1[C:33](=[O:40])[N:32]([CH2:31][C@H:18]2[C@H:17]([C:14]3[CH:15]=[CH:16][C:11]([Cl:10])=[C:12]([F:41])[CH:13]=3)[O:23][CH2:22][CH2:21][N:20]([C:24]([O:26][C:27]([CH3:28])([CH3:29])[CH3:30])=[O:25])[CH2:19]2)[CH:37]=[CH:36][CH:35]=1)(=[S:2])[NH2:39]. The yield is 0.602. The reactants are P([O-])(OCC)(SCC)=[S:2].[Cl:10][C:11]1[CH:16]=[CH:15][C:14]([C@@H:17]2[O:23][CH2:22][CH2:21][N:20]([C:24]([O:26][C:27]([CH3:30])([CH3:29])[CH3:28])=[O:25])[CH2:19][C@H:18]2[CH2:31][N:32]2[CH:37]=[CH:36][CH:35]=[C:34]([C:38]#[N:39])[C:33]2=[O:40])=[CH:13][C:12]=1[F:41].C(OC(OC(C)(C)C)=O)(OC(C)(C)C)=O.O. The catalyst is C(OCC)(=O)C.Cl.C(=O)([O-])O.[Na+].C(OCC)(=O)C. (10) The reactants are [C:1]([O:5][C:6]([N:8]([CH3:10])[NH2:9])=[O:7])([CH3:4])([CH3:3])[CH3:2].[Cl:11][C:12]1[CH:17]=[C:16]([Cl:18])[CH:15]=[CH:14][C:13]=1B(O)O.C(N(CC)CC)C. The catalyst is ClCCCl.C([O-])(=O)C.[Cu+2].C([O-])(=O)C. The product is [C:1]([O:5][C:6]([N:8]([CH3:10])[NH:9][C:15]1[CH:14]=[CH:13][C:12]([Cl:11])=[CH:17][C:16]=1[Cl:18])=[O:7])([CH3:4])([CH3:3])[CH3:2]. The yield is 0.340.